From a dataset of Full USPTO retrosynthesis dataset with 1.9M reactions from patents (1976-2016). Predict the reactants needed to synthesize the given product. (1) Given the product [F:2][C:3]1[CH:10]=[CH:9][C:6]([CH2:7][NH:8][C:19]([C:16]2([C:15]([F:23])([F:22])[F:14])[CH2:18][CH2:17]2)=[O:20])=[CH:5][C:4]=1[N+:11]([O-:13])=[O:12], predict the reactants needed to synthesize it. The reactants are: Cl.[F:2][C:3]1[CH:10]=[CH:9][C:6]([CH2:7][NH2:8])=[CH:5][C:4]=1[N+:11]([O-:13])=[O:12].[F:14][C:15]([F:23])([F:22])[C:16]1([C:19](O)=[O:20])[CH2:18][CH2:17]1.CN(C(ON1N=NC2C=CC=CC1=2)=[N+](C)C)C.F[P-](F)(F)(F)(F)F. (2) Given the product [CH3:28][O:29][C:30]1[CH:31]=[CH:32][C:33]([N:36]2[CH2:41][CH2:40][N:39]([C:22]([O:1][N:2]3[C:6](=[O:7])[CH2:5][CH:4]([C:8]4[CH:9]=[CH:10][CH:11]=[CH:12][CH:13]=4)[C:3]3=[O:14])=[O:23])[CH2:38][CH2:37]2)=[CH:34][CH:35]=1, predict the reactants needed to synthesize it. The reactants are: [OH:1][N:2]1[C:6](=[O:7])[CH2:5][CH:4]([C:8]2[CH:13]=[CH:12][CH:11]=[CH:10][CH:9]=2)[C:3]1=[O:14].C1(C2CC(=O)[O:23][C:22]2=O)C=CC=CC=1.[CH3:28][O:29][C:30]1[CH:35]=[CH:34][C:33]([N:36]2[CH2:41][CH2:40][NH:39][CH2:38][CH2:37]2)=[CH:32][CH:31]=1. (3) Given the product [Cl:23][C:24]1[N:25]=[CH:26][NH:27][C:28]=1[C:29]([NH:1][CH2:2][C:3]1[CH:8]=[CH:7][C:6]([Cl:9])=[C:5]([O:10][C:11]2[CH:18]=[C:17]([C:19]([CH3:21])=[CH2:20])[CH:16]=[C:13]([C:14]#[N:15])[CH:12]=2)[C:4]=1[F:22])=[O:30], predict the reactants needed to synthesize it. The reactants are: [NH2:1][CH2:2][C:3]1[C:4]([F:22])=[C:5]([O:10][C:11]2[CH:12]=[C:13]([CH:16]=[C:17]([C:19]([CH3:21])=[CH2:20])[CH:18]=2)[C:14]#[N:15])[C:6]([Cl:9])=[CH:7][CH:8]=1.[Cl:23][C:24]1[N:25]=[CH:26][NH:27][C:28]=1[C:29](O)=[O:30].CCN(C(C)C)C(C)C.C(Cl)CCl. (4) Given the product [NH2:40][C:37]1[N:38]=[CH:39][C:34]([C:19]2[CH:18]=[C:17]([CH:22]=[CH:21][CH:20]=2)[CH2:16][N:14]2[C:13](=[O:32])[CH:12]=[CH:11][C:10]([C:5]3[CH:4]=[C:3]([F:2])[CH:8]=[C:7]([F:9])[CH:6]=3)=[N:15]2)=[N:35][CH:36]=1, predict the reactants needed to synthesize it. The reactants are: O.[F:2][C:3]1[CH:4]=[C:5]([C:10]2[CH:11]=[CH:12][C:13](=[O:32])[N:14]([CH2:16][C:17]3[CH:22]=[CH:21][CH:20]=[C:19](B4OC(C)(C)C(C)(C)O4)[CH:18]=3)[N:15]=2)[CH:6]=[C:7]([F:9])[CH:8]=1.Br[C:34]1[N:35]=[CH:36][C:37]([NH2:40])=[N:38][CH:39]=1.C(=O)([O-])O.[Na+].